This data is from NCI-60 drug combinations with 297,098 pairs across 59 cell lines. The task is: Regression. Given two drug SMILES strings and cell line genomic features, predict the synergy score measuring deviation from expected non-interaction effect. (1) Drug 1: C1=NC2=C(N1)C(=S)N=C(N2)N. Drug 2: N.N.Cl[Pt+2]Cl. Cell line: SW-620. Synergy scores: CSS=4.87, Synergy_ZIP=-4.95, Synergy_Bliss=-7.18, Synergy_Loewe=-18.8, Synergy_HSA=-11.4. (2) Drug 1: CCN(CC)CCNC(=O)C1=C(NC(=C1C)C=C2C3=C(C=CC(=C3)F)NC2=O)C. Drug 2: CC1C(C(CC(O1)OC2CC(CC3=C2C(=C4C(=C3O)C(=O)C5=CC=CC=C5C4=O)O)(C(=O)C)O)N)O. Cell line: SK-MEL-5. Synergy scores: CSS=56.0, Synergy_ZIP=-2.12, Synergy_Bliss=-2.31, Synergy_Loewe=-21.5, Synergy_HSA=-0.240. (3) Drug 1: CC12CCC(CC1=CCC3C2CCC4(C3CC=C4C5=CN=CC=C5)C)O. Drug 2: C1CC(=O)NC(=O)C1N2CC3=C(C2=O)C=CC=C3N. Cell line: SF-295. Synergy scores: CSS=3.52, Synergy_ZIP=-4.68, Synergy_Bliss=-8.41, Synergy_Loewe=-6.12, Synergy_HSA=-6.08. (4) Drug 1: CC1=C(C=C(C=C1)C(=O)NC2=CC(=CC(=C2)C(F)(F)F)N3C=C(N=C3)C)NC4=NC=CC(=N4)C5=CN=CC=C5. Synergy scores: CSS=5.21, Synergy_ZIP=1.27, Synergy_Bliss=4.35, Synergy_Loewe=-0.237, Synergy_HSA=-0.0710. Drug 2: C1CCC(C(C1)N)N.C(=O)(C(=O)[O-])[O-].[Pt+4]. Cell line: NCI-H226. (5) Synergy scores: CSS=3.93, Synergy_ZIP=-1.81, Synergy_Bliss=2.56, Synergy_Loewe=-3.71, Synergy_HSA=-2.48. Cell line: CAKI-1. Drug 2: COCCOC1=C(C=C2C(=C1)C(=NC=N2)NC3=CC=CC(=C3)C#C)OCCOC.Cl. Drug 1: CCC1(CC2CC(C3=C(CCN(C2)C1)C4=CC=CC=C4N3)(C5=C(C=C6C(=C5)C78CCN9C7C(C=CC9)(C(C(C8N6C=O)(C(=O)OC)O)OC(=O)C)CC)OC)C(=O)OC)O.OS(=O)(=O)O. (6) Drug 1: C1CC(C1)(C(=O)O)C(=O)O.[NH2-].[NH2-].[Pt+2]. Drug 2: CC(C)CN1C=NC2=C1C3=CC=CC=C3N=C2N. Cell line: HCT-15. Synergy scores: CSS=2.61, Synergy_ZIP=-4.99, Synergy_Bliss=-5.00, Synergy_Loewe=-5.00, Synergy_HSA=-5.38. (7) Drug 1: CC1C(C(=O)NC(C(=O)N2CCCC2C(=O)N(CC(=O)N(C(C(=O)O1)C(C)C)C)C)C(C)C)NC(=O)C3=C4C(=C(C=C3)C)OC5=C(C(=O)C(=C(C5=N4)C(=O)NC6C(OC(=O)C(N(C(=O)CN(C(=O)C7CCCN7C(=O)C(NC6=O)C(C)C)C)C)C(C)C)C)N)C. Drug 2: CN1C(=O)N2C=NC(=C2N=N1)C(=O)N. Cell line: NCI-H322M. Synergy scores: CSS=5.42, Synergy_ZIP=-0.489, Synergy_Bliss=1.08, Synergy_Loewe=-17.1, Synergy_HSA=-3.66.